This data is from Reaction yield outcomes from USPTO patents with 853,638 reactions. The task is: Predict the reaction yield, written as a fraction of the theoretical maximum amount of product (1.0 means a 100% yield; for example, 0.34 means a 34% yield). (1) The reactants are [Cl:1][C:2]1[CH:11]=[CH:10][C:5]2[N:6]=[C:7](N)[S:8][C:4]=2[CH:3]=1.C([CH2:14][O:15][C:16]1[C:17]([F:26])=[C:18]([C:23]([NH2:25])=[O:24])[C:19]([F:22])=[CH:20][CH:21]=1)#N. No catalyst specified. The product is [Cl:1][C:2]1[CH:11]=[CH:10][C:5]2[N:6]=[C:7]([CH2:14][O:15][C:16]3[C:17]([F:26])=[C:18]([C:23]([NH2:25])=[O:24])[C:19]([F:22])=[CH:20][CH:21]=3)[S:8][C:4]=2[CH:3]=1. The yield is 0.380. (2) The reactants are [C:1]([C:5]1[N:10]=[C:9]([CH3:11])[N:8]=[C:7]([N:12]2[CH2:17][CH2:16][N:15]([CH2:18][CH2:19][CH2:20][CH2:21][NH2:22])[CH2:14][CH2:13]2)[CH:6]=1)([CH3:4])([CH3:3])[CH3:2].C1N=CN([C:28]([N:30]2[CH:34]=N[CH:32]=[CH:31]2)=[O:29])C=1.[CH3:35][C:36]1[CH:44]=[CH:43][C:42]2[NH:41][C:40]3CCNC[C:39]=3[C:38]=2[CH:37]=1. The catalyst is C(Cl)(Cl)Cl.CO. The product is [C:1]([C:5]1[N:10]=[C:9]([CH3:11])[N:8]=[C:7]([N:12]2[CH2:13][CH2:14][N:15]([CH2:18][CH2:19][CH2:20][CH2:21][NH:22][C:28]([N:30]3[CH2:31][CH2:32][C:40]4[NH:41][C:42]5[CH:43]=[CH:44][C:36]([CH3:35])=[CH:37][C:38]=5[C:39]=4[CH2:34]3)=[O:29])[CH2:16][CH2:17]2)[CH:6]=1)([CH3:4])([CH3:2])[CH3:3]. The yield is 0.390. (3) The reactants are [CH3:1][C@@H:2]1[CH2:7][O:6][CH2:5][CH2:4][N:3]1[C:8]1[N:16]=[C:15]2[C:11]([N:12]=[CH:13][N:14]2[CH:17]2[CH2:22][CH2:21][CH2:20][CH2:19][O:18]2)=[C:10]([N:23]2[CH2:28][CH2:27][O:26][CH2:25][C@H:24]2[CH3:29])[N:9]=1.[Br:30]C(Br)(Cl)C(Cl)(Cl)Cl. The catalyst is C1COCC1. The product is [Br:30][C:13]1[N:14]([CH:17]2[CH2:22][CH2:21][CH2:20][CH2:19][O:18]2)[C:15]2[C:11]([N:12]=1)=[C:10]([N:23]1[CH2:28][CH2:27][O:26][CH2:25][C@H:24]1[CH3:29])[N:9]=[C:8]([N:3]1[CH2:4][CH2:5][O:6][CH2:7][C@H:2]1[CH3:1])[N:16]=2. The yield is 0.780. (4) The reactants are C(OC([NH:8][CH2:9][C:10](O)=[O:11])=O)(C)(C)C.CCN(C(C)C)C(C)C.CN(C(ON1N=NC2C=CC=CC1=2)=[N+](C)C)C.[B-](F)(F)(F)F.[CH:44]1([CH2:50][C@H:51]([C:53]([OH:55])=[O:54])[NH2:52])[CH2:49][CH2:48][CH2:47][CH2:46][CH2:45]1. The catalyst is C(Cl)Cl. The product is [NH2:8][CH2:9][C:10]([NH:52][C@@H:51]([C:53]([OH:55])=[O:54])[CH2:50][CH:44]1[CH2:49][CH2:48][CH2:47][CH2:46][CH2:45]1)=[O:11]. The yield is 0.200. (5) The reactants are [Cl:1][C:2]1[CH:3]=[C:4]([CH:9]2[CH2:13][N:12]([C:14]([O:16][C:17]([CH3:20])([CH3:19])[CH3:18])=[O:15])[CH:11](OC)[CH2:10]2)[CH:5]=[C:6]([Cl:8])[CH:7]=1.[BH4-].[Na+].[OH-].[Na+]. The catalyst is C(O)(=O)C. The product is [C:17]([O:16][C:14]([N:12]1[CH2:11][CH2:10][CH:9]([C:4]2[CH:5]=[C:6]([Cl:8])[CH:7]=[C:2]([Cl:1])[CH:3]=2)[CH2:13]1)=[O:15])([CH3:20])([CH3:18])[CH3:19]. The yield is 1.00. (6) The reactants are [NH2:1][C:2]1[CH:16]=[CH:15][C:5]([C:6]([NH:8][CH:9]2C[CH2:12][N:11]([CH3:14])[CH2:10]2)=[O:7])=[CH:4][C:3]=1[O:17][CH3:18].CN(C)CCNC(=O)C1C=CC([N+]([O-])=O)=C(OC)C=1. No catalyst specified. The product is [NH2:1][C:2]1[CH:16]=[CH:15][C:5]([C:6]([NH:8][CH2:9][CH2:10][N:11]([CH3:12])[CH3:14])=[O:7])=[CH:4][C:3]=1[O:17][CH3:18]. The yield is 1.00. (7) The reactants are [F:1][C:2]1[CH:27]=[C:26]([S:28]([CH3:31])(=[O:30])=[O:29])[C:25]([F:32])=[CH:24][C:3]=1[O:4][CH:5]1[CH2:9][CH2:8][N:7]([CH:10]2[CH2:15][CH2:14][N:13](C(OC(C)(C)C)=O)[CH2:12][CH2:11]2)[C:6]1=[O:23].FC(F)(F)C(O)=O. The catalyst is C(Cl)Cl. The product is [F:1][C:2]1[CH:27]=[C:26]([S:28]([CH3:31])(=[O:30])=[O:29])[C:25]([F:32])=[CH:24][C:3]=1[O:4][CH:5]1[CH2:9][CH2:8][N:7]([CH:10]2[CH2:15][CH2:14][NH:13][CH2:12][CH2:11]2)[C:6]1=[O:23]. The yield is 0.830.